This data is from Forward reaction prediction with 1.9M reactions from USPTO patents (1976-2016). The task is: Predict the product of the given reaction. Given the reactants [C:1]1(=[N:7][N:8]2[C:17]3[C:12](=[CH:13][CH:14]=[CH:15][CH:16]=3)[C:11]([OH:18])=[C:10]([C:19]3[NH:24][C:23]4[CH:25]=[CH:26][CH:27]=[CH:28][C:22]=4[S:21](=[O:30])(=[O:29])[N:20]=3)[C:9]2=[O:31])[CH2:6][CH2:5][CH2:4][CH2:3][CH2:2]1.CO.[BH4-].[Li+].Cl, predict the reaction product. The product is: [CH:1]1([NH:7][N:8]2[C:17]3[C:12](=[CH:13][CH:14]=[CH:15][CH:16]=3)[C:11]([OH:18])=[C:10]([C:19]3[NH:24][C:23]4[CH:25]=[CH:26][CH:27]=[CH:28][C:22]=4[S:21](=[O:29])(=[O:30])[N:20]=3)[C:9]2=[O:31])[CH2:2][CH2:3][CH2:4][CH2:5][CH2:6]1.